Task: Predict the product of the given reaction.. Dataset: Forward reaction prediction with 1.9M reactions from USPTO patents (1976-2016) (1) Given the reactants [NH:1]1[CH:5]=[C:4]([B:6]2[O:14][C:11]([CH3:13])([CH3:12])[C:8]([CH3:10])([CH3:9])[O:7]2)[CH:3]=[N:2]1.Cl.Cl[CH2:17][CH2:18][N:19]1[CH2:24][CH2:23][CH2:22][CH2:21][CH2:20]1, predict the reaction product. The product is: [CH3:12][C:11]1([CH3:13])[C:8]([CH3:9])([CH3:10])[O:7][B:6]([C:4]2[CH:3]=[N:2][N:1]([CH2:17][CH2:18][N:19]3[CH2:24][CH2:23][CH2:22][CH2:21][CH2:20]3)[CH:5]=2)[O:14]1. (2) Given the reactants [NH2:1][CH2:2][C@H:3]1[CH2:7][CH2:6][CH2:5][N:4]1[C:8]([O:10][C:11]([CH3:14])([CH3:13])[CH3:12])=[O:9].[Cl:15][C:16]1[N:21]=[C:20](Cl)[C:19]([CH3:23])=[CH:18][N:17]=1, predict the reaction product. The product is: [Cl:15][C:16]1[N:21]=[C:20]([NH:1][CH2:2][C@H:3]2[CH2:7][CH2:6][CH2:5][N:4]2[C:8]([O:10][C:11]([CH3:14])([CH3:13])[CH3:12])=[O:9])[C:19]([CH3:23])=[CH:18][N:17]=1. (3) Given the reactants [OH:1][CH2:2][CH2:3][C:4]1[CH:5]=[C:6]([C:12]2[CH:13]=[C:14]([CH:18]=[CH:19][CH:20]=2)[C:15]([OH:17])=[O:16])[CH:7]=[CH:8][C:9]=1[O:10][CH3:11].[Cl:21][C:22]1[CH:27]=[C:26]([Cl:28])[CH:25]=[CH:24][C:23]=1O.[C:30]1(P(C2C=CC=CC=2)C2C=CC=CC=2)C=CC=CC=1.N(C(OC(C)C)=O)=NC(OC(C)C)=O, predict the reaction product. The product is: [CH3:30][O:16][C:15](=[O:17])[C:14]1[CH:18]=[CH:19][CH:20]=[C:12]([C:6]2[CH:7]=[CH:8][C:9]([O:10][CH3:11])=[C:4]([CH2:3][CH2:2][O:1][C:25]3[CH:24]=[CH:23][C:22]([Cl:21])=[CH:27][C:26]=3[Cl:28])[CH:5]=2)[CH:13]=1. (4) Given the reactants [CH3:1][O:2][C:3]1[CH:4]=[C:5]2[C:10](=[CH:11][C:12]=1[O:13][CH3:14])[N:9]=[CH:8][CH:7]=[C:6]2[O:15][C:16]1[C:22]([CH3:23])=[CH:21][C:19]([NH2:20])=[C:18]([CH3:24])[CH:17]=1.C(N(CC)CC)C.[C:32](Cl)(Cl)=[S:33].[CH3:36][N:37]([CH3:41])[CH2:38][CH2:39][NH2:40], predict the reaction product. The product is: [CH3:1][O:2][C:3]1[CH:4]=[C:5]2[C:10](=[CH:11][C:12]=1[O:13][CH3:14])[N:9]=[CH:8][CH:7]=[C:6]2[O:15][C:16]1[C:22]([CH3:23])=[CH:21][C:19]([NH:20][C:32]([NH:40][CH2:39][CH2:38][N:37]([CH3:41])[CH3:36])=[S:33])=[C:18]([CH3:24])[CH:17]=1. (5) Given the reactants CC1(C)[O:7][CH2:6][C:5]([NH:11]C(=O)OC(C)(C)C)([CH2:8][S:9][CH3:10])[CH2:4][O:3]1.[ClH:20], predict the reaction product. The product is: [ClH:20].[NH2:11][C:5]([CH2:8][S:9][CH3:10])([CH2:6][OH:7])[CH2:4][OH:3]. (6) Given the reactants [CH:1]1([C:6]2[CH:7]=[C:8]([C:18]([OH:20])=O)[CH:9]=[N:10][C:11]=2[O:12][CH2:13][C:14]([F:17])([F:16])[F:15])[CH2:5][CH2:4][CH2:3][CH2:2]1.[CH3:21][N:22]([C:24]1[CH:29]=[CH:28][CH:27]=[CH:26][CH:25]=1)[NH2:23], predict the reaction product. The product is: [CH:1]1([C:6]2[CH:7]=[C:8]([C:18]([NH:23][N:22]([CH3:21])[C:24]3[CH:29]=[CH:28][CH:27]=[CH:26][CH:25]=3)=[O:20])[CH:9]=[N:10][C:11]=2[O:12][CH2:13][C:14]([F:15])([F:16])[F:17])[CH2:2][CH2:3][CH2:4][CH2:5]1. (7) Given the reactants [Br:1][C:2]1[CH:3]=[N:4][C:5]2[N:6]([N:8]=[C:9]([C:11]([OH:13])=O)[CH:10]=2)[CH:7]=1.[CH3:14][CH:15]1[C:24]2[C:19](=[C:20](C3C=NC=CC=3)[CH:21]=[CH:22][CH:23]=2)[CH2:18][CH2:17][NH:16]1, predict the reaction product. The product is: [Br:1][C:2]1[CH:3]=[N:4][C:5]2[N:6]([N:8]=[C:9]([C:11]([N:16]3[CH2:17][CH2:18][C:19]4[C:24](=[CH:23][CH:22]=[CH:21][C:20]=4[N:6]4[CH:7]=[CH:2][CH:3]=[N:4][CH2:5]4)[CH:15]3[CH3:14])=[O:13])[CH:10]=2)[CH:7]=1. (8) Given the reactants N[CH2:2][CH:3]([S:10][CH2:11][C@H:12]([C:21]([O:23][CH3:24])=[O:22])[NH:13][C:14]([O:16][C:17]([CH3:20])([CH3:19])[CH3:18])=[O:15])[C:4]1[CH:9]=[CH:8][CH:7]=[CH:6][CH:5]=1.[C:25](O)(=O)[CH3:26].[C:29]([BH3-])#[N:30].[Na+].[C:33](=O)(O)[O-].[Na+], predict the reaction product. The product is: [C:17]([O:16][C:14]([NH:13][C@@H:12]([C:21]([O:23][CH3:24])=[O:22])[CH2:11][S:10][CH:3]([C:4]1[CH:9]=[CH:8][CH:7]=[CH:6][CH:5]=1)[CH2:2][NH:30][CH2:29][CH:26]1[CH2:25][CH2:33]1)=[O:15])([CH3:20])([CH3:19])[CH3:18]. (9) Given the reactants C(O[C:6](=[O:25])[NH:7][C@@H:8]([C:14]1[CH:19]=[CH:18][C:17]([O:20][CH3:21])=[C:16]([O:22][CH2:23][CH3:24])[CH:15]=1)[CH2:9][C:10]([OH:13])([CH3:12])[CH3:11])(C)(C)C.Cl.O1CCOCC1.COC(=O)[C:36]1[C:41]([NH:42][C:43]([CH:45]2[CH2:47][CH2:46]2)=[O:44])=[CH:40][CH:39]=[CH:38][C:37]=1[CH2:48]Br.C(N(CC)CC)C, predict the reaction product. The product is: [CH2:23]([O:22][C:16]1[CH:15]=[C:14]([C@H:8]([N:7]2[C:6](=[O:25])[C:36]3[C:37](=[CH:38][CH:39]=[CH:40][C:41]=3[NH:42][C:43]([CH:45]3[CH2:47][CH2:46]3)=[O:44])[CH2:48]2)[CH2:9][C:10]([OH:13])([CH3:11])[CH3:12])[CH:19]=[CH:18][C:17]=1[O:20][CH3:21])[CH3:24]. (10) The product is: [OH:18][CH:19]=[CH:20][C:21]1[CH:26]=[CH:25][CH:24]=[CH:23][CH:22]=1.[C:1]([O:5][CH2:6][CH2:7][CH2:8][SiH2:9][O:10][Si:11]([CH3:14])([CH3:12])[CH3:13])(=[O:4])[CH:2]=[CH2:3]. Given the reactants [C:1]([O:5][CH2:6][CH2:7][CH2:8][SiH2:9][O:10][Si:11]([CH3:14])([CH3:13])[CH3:12])(=[O:4])[CH:2]=[CH2:3].C([O:18][CH:19]=[CH:20][C:21]1[CH:26]=[CH:25][CH:24]=[CH:23][CH:22]=1)(=O)C.CC(N=NC(C#N)(C)C)(C#N)C, predict the reaction product.